This data is from Full USPTO retrosynthesis dataset with 1.9M reactions from patents (1976-2016). The task is: Predict the reactants needed to synthesize the given product. (1) Given the product [CH3:19][O:18][C:14]1[S:13][C:12]2=[N:11][C:10]([C:8]3[O:9][C:5]4[CH:4]=[C:3]([O:2][CH3:1])[CH:21]=[C:20]([O:22][CH2:36][C:34]5[N:35]=[C:31]([C:25]6([O:24][CH3:23])[CH2:30][CH2:29][O:28][CH2:27][CH2:26]6)[S:32][CH:33]=5)[C:6]=4[CH:7]=3)=[CH:17][N:16]2[N:15]=1, predict the reactants needed to synthesize it. The reactants are: [CH3:1][O:2][C:3]1[CH:4]=[C:5]2[O:9][C:8]([C:10]3[N:11]=[C:12]4[N:16]([CH:17]=3)[N:15]=[C:14]([O:18][CH3:19])[S:13]4)=[CH:7][C:6]2=[C:20]([OH:22])[CH:21]=1.[CH3:23][O:24][C:25]1([C:31]2[S:32][CH:33]=[C:34]([CH2:36]O)[N:35]=2)[CH2:30][CH2:29][O:28][CH2:27][CH2:26]1.C(P(CCCC)CCCC)CCC.N(C(N1CCCCC1)=O)=NC(N1CCCCC1)=O. (2) Given the product [Cl:1][C:2]1[CH:7]=[CH:6][C:5]([N:8]2[CH2:14][CH:13]3[N:15]([CH2:16][CH2:17][CH2:18][CH2:19][NH2:20])[CH:10]([CH2:11][CH2:12]3)[CH2:9]2)=[CH:4][CH:3]=1, predict the reactants needed to synthesize it. The reactants are: [Cl:1][C:2]1[CH:7]=[CH:6][C:5]([N:8]2[CH2:14][CH:13]3[N:15]([CH2:16][CH2:17][CH2:18][CH2:19][NH:20]C(=O)C(F)(F)F)[CH:10]([CH2:11][CH2:12]3)[CH2:9]2)=[CH:4][CH:3]=1.